Dataset: Forward reaction prediction with 1.9M reactions from USPTO patents (1976-2016). Task: Predict the product of the given reaction. (1) Given the reactants [OH:1][CH2:2][C@H:3]1[C@H:7]([C:8]2[C:9]([O:28]C)=[CH:10][C:11]([O:26]C)=[C:12]3[C:17]=2[O:16][C:15]([C:18]2[CH:23]=[CH:22][CH:21]=[CH:20][C:19]=2[I:24])=[CH:14][C:13]3=[O:25])[CH2:6][CH2:5][N:4]1[CH3:30].Cl.N1C=CC=CC=1, predict the reaction product. The product is: [OH:26][C:11]1[CH:10]=[C:9]([OH:28])[C:8]([C@@H:7]2[CH2:6][CH2:5][N:4]([CH3:30])[C@H:3]2[CH2:2][OH:1])=[C:17]2[C:12]=1[C:13](=[O:25])[CH:14]=[C:15]([C:18]1[CH:23]=[CH:22][CH:21]=[CH:20][C:19]=1[I:24])[O:16]2. (2) Given the reactants [CH3:1][O:2][C:3]1[CH:12]=[CH:11][C:6]([C:7](NC)=[O:8])=[CH:5][CH:4]=1.C([Li])(CC)C.[CH:18](=O)[C:19]1[CH:24]=[CH:23][CH:22]=[CH:21][CH:20]=1.CCCCCC.C(OCC)(=[O:34])C, predict the reaction product. The product is: [CH3:1][O:2][C:3]1[CH:12]=[C:11]2[C:6](=[CH:5][CH:4]=1)[C:7](=[O:34])[O:8][CH:18]2[C:19]1[CH:24]=[CH:23][CH:22]=[CH:21][CH:20]=1. (3) Given the reactants Cl.[NH:2]1[CH2:7][CH2:6][C:5]([C:8]2[C:13]([F:14])=[CH:12][C:11]([N:15]3[CH2:19][C@H:18]([CH2:20][N:21]4[CH:25]=[CH:24][N:23]=[N:22]4)[O:17][C:16]3=[O:26])=[CH:10][C:9]=2[F:27])=[CH:4][CH2:3]1.N1C=CC=CC=1.[CH3:34][C:35]1([CH3:43])[O:39][C@H:38]([C:40](Cl)=[O:41])[CH2:37][O:36]1, predict the reaction product. The product is: [CH3:34][C:35]1([CH3:43])[O:39][C@H:38]([C:40]([N:2]2[CH2:7][CH2:6][C:5]([C:8]3[C:9]([F:27])=[CH:10][C:11]([N:15]4[CH2:19][C@H:18]([CH2:20][N:21]5[CH:25]=[CH:24][N:23]=[N:22]5)[O:17][C:16]4=[O:26])=[CH:12][C:13]=3[F:14])=[CH:4][CH2:3]2)=[O:41])[CH2:37][O:36]1. (4) Given the reactants C([O:4][CH2:5][CH:6]=[CH2:7])C=C.[C:8]1(C)[CH:13]=[C:12](C)C=[C:10](C)[CH:9]=1.[CH2:17]([C:20]1[C:25](C(F)(F)F)=[CH:24][CH:23]=[C:22]([Cl:30])[C:21]=1O)C=C, predict the reaction product. The product is: [CH2:25]([C:24]1[CH:23]=[C:22]([Cl:30])[CH:21]=[C:6]([CH:7]2[CH2:12][CH2:13][CH2:8][CH2:9][CH2:10]2)[C:5]=1[OH:4])[CH:20]=[CH2:17].